From a dataset of Forward reaction prediction with 1.9M reactions from USPTO patents (1976-2016). Predict the product of the given reaction. (1) The product is: [NH2:32][CH:22]([C:20]1[O:21][C:17]([C:14]2[C:13]([NH:40][CH:41]([CH3:43])[CH3:42])=[CH:12][C:11]([NH:10][C:7]3[CH:8]=[CH:9][C:4]4[N:3]=[CH:2][S:1][C:5]=4[CH:6]=3)=[N:16][CH:15]=2)=[N:18][N:19]=1)[CH2:23][O:24][Si:25]([C:28]([CH3:31])([CH3:30])[CH3:29])([CH3:26])[CH3:27]. Given the reactants [S:1]1[C:5]2[CH:6]=[C:7]([NH:10][C:11]3[N:16]=[CH:15][C:14]([C:17]4[O:21][C:20]([CH:22]([NH:32]C(=O)OC(C)(C)C)[CH2:23][O:24][Si:25]([C:28]([CH3:31])([CH3:30])[CH3:29])([CH3:27])[CH3:26])=[N:19][N:18]=4)=[C:13]([NH:40][CH:41]([CH3:43])[CH3:42])[CH:12]=3)[CH:8]=[CH:9][C:4]=2[N:3]=[CH:2]1.N1C(C)=CC=CC=1C.[Si](OS(C(F)(F)F)(=O)=O)(C(C)(C)C)(C)C, predict the reaction product. (2) Given the reactants [CH2:1]([C:5]1[S:20][C:8]2[N:9]=[CH:10][N:11]=[C:12]([NH:13][CH:14]3[CH2:19][CH2:18][NH:17][CH2:16][CH2:15]3)[C:7]=2[CH:6]=1)[CH:2]([CH3:4])[CH3:3].CS(O[CH:26]([C:28]1[C:33]([F:34])=[CH:32][C:31]([F:35])=[CH:30][C:29]=1[F:36])[CH3:27])(=O)=O, predict the reaction product. The product is: [F:34][C:33]1[CH:32]=[C:31]([F:35])[CH:30]=[C:29]([F:36])[C:28]=1[CH:26]([N:17]1[CH2:18][CH2:19][CH:14]([NH:13][C:12]2[C:7]3[CH:6]=[C:5]([CH2:1][CH:2]([CH3:4])[CH3:3])[S:20][C:8]=3[N:9]=[CH:10][N:11]=2)[CH2:15][CH2:16]1)[CH3:27]. (3) Given the reactants [Cl:1][C:2]1[CH:7]=[CH:6][C:5]([C:8](=[O:18])[NH:9][CH2:10][C:11]2[CH:16]=[CH:15][CH:14]=[C:13]([Cl:17])[CH:12]=2)=[CH:4][C:3]=1[NH:19][C:20]([C:22]1[C:35](=[O:36])[NH:34][C:25]2[N:26]=[C:27](S(C)(=O)=O)[N:28]=[CH:29][C:24]=2[CH:23]=1)=[O:21].[CH3:37][N:38]1[CH2:43][CH2:42][N:41]([CH:44]([CH3:47])CN)[CH2:40][CH2:39]1.[CH3:48][N:49](C=O)C, predict the reaction product. The product is: [Cl:1][C:2]1[CH:7]=[CH:6][C:5]([C:8](=[O:18])[NH:9][CH2:10][C:11]2[CH:16]=[CH:15][CH:14]=[C:13]([Cl:17])[CH:12]=2)=[CH:4][C:3]=1[NH:19][C:20]([C:22]1[C:35](=[O:36])[NH:34][C:25]2[N:26]=[C:27]([NH:49][CH2:48][CH2:47][CH2:44][N:41]3[CH2:40][CH2:39][N:38]([CH3:37])[CH2:43][CH2:42]3)[N:28]=[CH:29][C:24]=2[CH:23]=1)=[O:21]. (4) Given the reactants Br[C:2]1[C:7]([O:8][CH3:9])=[CH:6][CH:5]=[CH:4][C:3]=1[O:10][CH3:11].IC1C(OC)=CC=CC=1OC.COC1C=CC=C(OC)C=1.Br[C:34]1[CH:43]=[CH:42][C:41]([N+:44]([O-:46])=[O:45])=[CH:40][C:35]=1[C:36]([O:38][CH3:39])=[O:37].IC1C=CC([N+]([O-])=O)=CC=1C(OC)=O.[N+](C1C=CC(OS(C(F)(F)F)(=O)=O)=C(C=1)C(OC)=O)([O-])=O.C(OC(=O)C)(C)C, predict the reaction product. The product is: [CH3:11][O:10][C:3]1[CH:4]=[CH:5][CH:6]=[C:7]([O:8][CH3:9])[C:2]=1[C:34]1[C:35]([C:36]([O:38][CH3:39])=[O:37])=[CH:40][C:41]([N+:44]([O-:46])=[O:45])=[CH:42][CH:43]=1.